Dataset: Catalyst prediction with 721,799 reactions and 888 catalyst types from USPTO. Task: Predict which catalyst facilitates the given reaction. Reactant: C(OC([N:8]1[C:12]2[CH:13]=[CH:14][CH:15]=[CH:16][C:11]=2[N:10]=[C:9]1[CH2:17][N:18]([CH2:27][CH2:28][CH2:29][CH2:30][NH:31][C:32]([O:34][C:35]([CH3:38])([CH3:37])[CH3:36])=[O:33])[CH2:19][C:20]1[C:25]([CH3:26])=[CH:24][CH:23]=[CH:22][N:21]=1)=O)(C)(C)C.NN. Product: [C:35]([O:34][C:32](=[O:33])[NH:31][CH2:30][CH2:29][CH2:28][CH2:27][N:18]([CH2:17][C:9]1[NH:10][C:11]2[CH:16]=[CH:15][CH:14]=[CH:13][C:12]=2[N:8]=1)[CH2:19][C:20]1[C:25]([CH3:26])=[CH:24][CH:23]=[CH:22][N:21]=1)([CH3:38])([CH3:36])[CH3:37]. The catalyst class is: 14.